From a dataset of Full USPTO retrosynthesis dataset with 1.9M reactions from patents (1976-2016). Predict the reactants needed to synthesize the given product. (1) Given the product [CH:1]1[CH:6]=[CH:5][C:4]([C@@H:7]2[N:16]([C:17]([O:19][C@@H:20]3[CH:25]4[CH2:24][CH2:23][N:22]([CH2:27][CH2:26]4)[CH2:21]3)=[O:18])[CH2:15][CH2:14][C:13]3[CH:12]=[CH:11][CH:10]=[CH:9][C:8]2=3)=[CH:3][CH:2]=1.[CH2:36]([C:35]([OH:42])=[O:41])[CH2:37][C:38]([OH:40])=[O:39], predict the reactants needed to synthesize it. The reactants are: [CH:1]1[CH:2]=[CH:3][C:4]([C@@H:7]2[N:16]([C:17]([O:19][C@@H:20]3[CH:25]4[CH2:26][CH2:27][N:22]([CH2:23][CH2:24]4)[CH2:21]3)=[O:18])[CH2:15][CH2:14][C:13]3[CH:12]=[CH:11][CH:10]=[CH:9][C:8]2=3)=[CH:5][CH:6]=1.CC(CC(C)=O)C.[C:35]([OH:42])(=[O:41])[CH2:36][CH2:37][C:38]([OH:40])=[O:39]. (2) Given the product [Br:5][C:6]1[CH:7]=[C:8]2[C:9]([C:17](=[O:18])[C:16]([Cl:21])([Cl:20])[Cl:15])=[CH:10][NH:11][C:12]2=[N:13][CH:14]=1, predict the reactants needed to synthesize it. The reactants are: [Cl-].[Al+3].[Cl-].[Cl-].[Br:5][C:6]1[CH:7]=[C:8]2[C:12](=[N:13][CH:14]=1)[NH:11][CH:10]=[CH:9]2.[Cl:15][C:16]([Cl:21])([Cl:20])[C:17](Cl)=[O:18]. (3) Given the product [NH:8]1[CH2:13][CH2:12][O:11][C@@H:10]([C:14]2[CH:19]=[CH:18][C:17]([NH:20][C:21]3[N:22]=[CH:23][C:24]([C:27]([F:30])([F:28])[F:29])=[CH:25][N:26]=3)=[CH:16][CH:15]=2)[CH2:9]1, predict the reactants needed to synthesize it. The reactants are: C(OC([N:8]1[CH2:13][CH2:12][O:11][C@@H:10]([C:14]2[CH:19]=[CH:18][C:17]([NH:20][C:21]3[N:26]=[CH:25][C:24]([C:27]([F:30])([F:29])[F:28])=[CH:23][N:22]=3)=[CH:16][CH:15]=2)[CH2:9]1)=O)(C)(C)C.Cl.[OH-].[Na+]. (4) Given the product [CH3:11][N:10]1[C:5]2[C:4]([NH:12][CH2:13][CH:14]3[CH2:17][N:16]([C:18](=[O:21])[CH:19]=[CH2:20])[CH2:15]3)=[N:3][C:2]([NH:28][C:26]3[CH:25]=[N:24][N:23]([CH3:22])[CH:27]=3)=[N:7][C:6]=2[CH:8]=[CH:9]1, predict the reactants needed to synthesize it. The reactants are: Cl[C:2]1[N:3]=[C:4]([NH:12][CH2:13][CH:14]2[CH2:17][N:16]([C:18](=[O:21])[CH:19]=[CH2:20])[CH2:15]2)[C:5]2[N:10]([CH3:11])[CH:9]=[CH:8][C:6]=2[N:7]=1.[CH3:22][N:23]1[CH:27]=[C:26]([NH2:28])[CH:25]=[N:24]1.FC(F)(F)C(O)=O.